From a dataset of Full USPTO retrosynthesis dataset with 1.9M reactions from patents (1976-2016). Predict the reactants needed to synthesize the given product. (1) Given the product [CH2:1]([O:3][C@@H:4]([CH2:10][C:11]1[CH:12]=[CH:13][C:14]([OH:17])=[CH:15][CH:16]=1)[C:5]([OH:7])=[O:6])[CH3:2].[CH2:1]([O:3][C@H:4]([CH2:10][C:11]1[CH:12]=[CH:13][C:14]([OH:17])=[CH:15][CH:16]=1)[C:5]([O:7][CH2:8][CH3:9])=[O:6])[CH3:2], predict the reactants needed to synthesize it. The reactants are: [CH2:1]([O:3][CH:4]([CH2:10][C:11]1[CH:16]=[CH:15][C:14]([OH:17])=[CH:13][CH:12]=1)[C:5]([O:7][CH2:8][CH3:9])=[O:6])[CH3:2].C(#N)C. (2) Given the product [NH2:5][CH2:6][CH2:7][C:8]1[CH:9]=[CH:10][C:11]([S:14][C:15]2[CH:16]=[CH:17][C:18]([OH:21])=[CH:19][CH:20]=2)=[CH:12][CH:13]=1, predict the reactants needed to synthesize it. The reactants are: FC(F)(F)C([NH:5][CH2:6][CH2:7][C:8]1[CH:13]=[CH:12][C:11]([S:14][C:15]2[CH:20]=[CH:19][C:18]([OH:21])=[CH:17][CH:16]=2)=[CH:10][CH:9]=1)=O.[OH-].[Na+].